Dataset: Full USPTO retrosynthesis dataset with 1.9M reactions from patents (1976-2016). Task: Predict the reactants needed to synthesize the given product. (1) Given the product [NH2:32][C@H:3]([CH2:2][OH:1])[C:4]([NH:6][C:7]1[CH:12]=[CH:11][C:10]([C:13]2[CH:18]=[CH:17][N:16]=[C:15]([NH:19][C:20]3[CH:25]=[CH:24][C:23]([N:26]4[CH2:27][CH2:28][O:29][CH2:30][CH2:31]4)=[CH:22][CH:21]=3)[N:14]=2)=[CH:9][CH:8]=1)=[O:5], predict the reactants needed to synthesize it. The reactants are: [OH:1][CH2:2][C@@H:3]([NH:32]C(=O)OCC1C=CC=CC=1)[C:4]([NH:6][C:7]1[CH:12]=[CH:11][C:10]([C:13]2[CH:18]=[CH:17][N:16]=[C:15]([NH:19][C:20]3[CH:25]=[CH:24][C:23]([N:26]4[CH2:31][CH2:30][O:29][CH2:28][CH2:27]4)=[CH:22][CH:21]=3)[N:14]=2)=[CH:9][CH:8]=1)=[O:5].C([O-])=O.[NH4+]. (2) Given the product [CH3:24][O:23][C:3]1[CH:4]=[C:5]2[C:10](=[CH:11][C:2]=1[O:1][CH2:40][C@@H:41]1[NH:45][C:44](=[O:46])[CH2:43][CH2:42]1)[N:9]=[CH:8][N:7]=[C:6]2[O:12][C:13]1[CH:14]=[C:15]2[C:19](=[CH:20][CH:21]=1)[NH:18][C:17]([CH3:22])=[CH:16]2, predict the reactants needed to synthesize it. The reactants are: [OH:1][C:2]1[CH:11]=[C:10]2[C:5]([C:6]([O:12][C:13]3[CH:14]=[C:15]4[C:19](=[CH:20][CH:21]=3)[NH:18][C:17]([CH3:22])=[CH:16]4)=[N:7][CH:8]=[N:9]2)=[CH:4][C:3]=1[O:23][CH3:24].C(=O)([O-])[O-].[K+].[K+].C1(C)C=CC(S([CH2:40][C@@H:41]2[NH:45][C:44](=[O:46])[CH2:43][CH2:42]2)(=O)=O)=CC=1.CCOCC. (3) Given the product [CH3:3][O:4][C:5]1[C:10]([CH2:11][OH:12])=[CH:9][CH:8]=[CH:7][N:6]=1, predict the reactants needed to synthesize it. The reactants are: [BH4-].[Na+].[CH3:3][O:4][C:5]1[C:10]([CH:11]=[O:12])=[CH:9][CH:8]=[CH:7][N:6]=1. (4) Given the product [CH3:11][N:10]([CH2:9][C:6]1([C:4]([OH:5])=[O:3])[CH2:8][CH2:7]1)[CH3:12], predict the reactants needed to synthesize it. The reactants are: C([O:3][C:4]([C:6]1([CH2:9][N:10]([CH3:12])[CH3:11])[CH2:8][CH2:7]1)=[O:5])C.[OH-].[Na+].Cl. (5) Given the product [Cl:1][C:2]1[CH:7]=[CH:6][C:5]([C@H:8]([NH:11][C:12]([CH3:18])([CH3:17])[CH2:13][C:14]([NH2:33])=[O:16])[CH2:9][CH3:10])=[C:4]([F:19])[C:3]=1[O:20][C:21]1[CH:22]=[N:23][C:24]([N+:27]([O-:29])=[O:28])=[CH:25][CH:26]=1, predict the reactants needed to synthesize it. The reactants are: [Cl:1][C:2]1[CH:7]=[CH:6][C:5]([C@H:8]([NH:11][C:12]([CH3:18])([CH3:17])[CH2:13][C:14]([OH:16])=O)[CH2:9][CH3:10])=[C:4]([F:19])[C:3]=1[O:20][C:21]1[CH:22]=[N:23][C:24]([N+:27]([O-:29])=[O:28])=[CH:25][CH:26]=1.C([N:33](CC)C(C)C)(C)C.[Cl-].[NH4+].F[P-](F)(F)(F)(F)F.N1(OC(N(C)C)=[N+](C)C)C2N=CC=CC=2N=N1. (6) Given the product [O:1]([C:8]1[CH:9]=[CH:10][C:11]([S:14]([C:17]2([C:23]([O:25][CH3:26])=[O:24])[CH2:22][CH2:21][N:20]([C:23]([O:25][CH2:26][C:33]3[CH:32]=[CH:4][CH:3]=[CH:2][CH:7]=3)=[O:24])[CH2:19][CH2:18]2)(=[O:16])=[O:15])=[CH:12][CH:13]=1)[C:2]1[CH:7]=[CH:6][CH:5]=[CH:4][CH:3]=1, predict the reactants needed to synthesize it. The reactants are: [O:1]([C:8]1[CH:13]=[CH:12][C:11]([S:14]([C:17]2([C:23]([O:25][CH3:26])=[O:24])[CH2:22][CH2:21][NH:20][CH2:19][CH2:18]2)(=[O:16])=[O:15])=[CH:10][CH:9]=1)[C:2]1[CH:7]=[CH:6][CH:5]=[CH:4][CH:3]=1.C(N([CH2:32][CH3:33])CC)C.